From a dataset of Forward reaction prediction with 1.9M reactions from USPTO patents (1976-2016). Predict the product of the given reaction. Given the reactants [CH3:1][C:2]1[CH:3]=[C:4]([C:10]([OH:12])=O)[C:5](=[O:9])[NH:6][C:7]=1[CH3:8].[CH3:13][CH:14]([NH2:18])[CH2:15][CH2:16][CH3:17].Cl, predict the reaction product. The product is: [CH3:1][C:2]1[CH:3]=[C:4]([C:10]([NH:18][CH:14]([CH2:15][CH2:16][CH3:17])[CH3:13])=[O:12])[C:5](=[O:9])[NH:6][C:7]=1[CH3:8].